This data is from Catalyst prediction with 721,799 reactions and 888 catalyst types from USPTO. The task is: Predict which catalyst facilitates the given reaction. Reactant: [CH2:1]([O:3][C:4](=[O:24])[CH2:5][C:6]([N:8]([C:10]1[N:19]=[C:18]([C:20]([F:23])([F:22])[F:21])[CH:17]=[CH:16][C:11]=1[C:12]([O:14]C)=O)[CH3:9])=[O:7])[CH3:2].CNC1N=C(C(F)(F)F)C=CC=1C(OC)=O.C(C(C(Cl)=O)C(Cl)=O)C. Product: [OH:14][C:12]1[C:11]2[C:10](=[N:19][C:18]([C:20]([F:23])([F:22])[F:21])=[CH:17][CH:16]=2)[N:8]([CH3:9])[C:6](=[O:7])[C:5]=1[C:4]([O:3][CH2:1][CH3:2])=[O:24]. The catalyst class is: 26.